This data is from NCI-60 drug combinations with 297,098 pairs across 59 cell lines. The task is: Regression. Given two drug SMILES strings and cell line genomic features, predict the synergy score measuring deviation from expected non-interaction effect. Drug 1: C1=C(C(=O)NC(=O)N1)F. Drug 2: C(CC(=O)O)C(=O)CN.Cl. Cell line: TK-10. Synergy scores: CSS=17.6, Synergy_ZIP=0.641, Synergy_Bliss=-0.516, Synergy_Loewe=-7.18, Synergy_HSA=-0.100.